From a dataset of Full USPTO retrosynthesis dataset with 1.9M reactions from patents (1976-2016). Predict the reactants needed to synthesize the given product. (1) Given the product [CH3:26][N:25]([CH3:27])[C:16]1([C:19]2[CH:24]=[CH:23][CH:22]=[CH:21][CH:20]=2)[CH2:17][CH2:18][C:13]2([C:2]3[NH:1][C:9]4[C:4](=[CH:5][CH:6]=[CH:7][CH:8]=4)[C:3]=3[CH2:10][C@@H:11]([CH3:29])[CH2:12]2)[CH2:14][CH2:15]1, predict the reactants needed to synthesize it. The reactants are: [NH:1]1[C:9]2[C:4](=[CH:5][CH:6]=[CH:7][CH:8]=2)[C:3]([CH2:10][C@@H:11]([CH3:29])[CH2:12][C:13]2(O)[CH2:18][CH2:17][C:16]([N:25]([CH3:27])[CH3:26])([C:19]3[CH:24]=[CH:23][CH:22]=[CH:21][CH:20]=3)[CH2:15][CH2:14]2)=[CH:2]1.C[Si](OS(C(F)(F)F)(=O)=O)(C)C.ClCCl. (2) Given the product [C:15]([C:4]1[CH:3]=[C:2]([NH2:1])[N:6]([C:7]2[CH:12]=[CH:11][C:10]([CH2:13][O:14][Si:25]([CH:32]([CH3:34])[CH3:33])([CH:29]([CH3:31])[CH3:30])[CH:26]([CH3:28])[CH3:27])=[CH:9][CH:8]=2)[N:5]=1)([CH3:18])([CH3:17])[CH3:16], predict the reactants needed to synthesize it. The reactants are: [NH2:1][C:2]1[N:6]([C:7]2[CH:12]=[CH:11][C:10]([CH2:13][OH:14])=[CH:9][CH:8]=2)[N:5]=[C:4]([C:15]([CH3:18])([CH3:17])[CH3:16])[CH:3]=1.N1C=CN=C1.Cl[Si:25]([CH:32]([CH3:34])[CH3:33])([CH:29]([CH3:31])[CH3:30])[CH:26]([CH3:28])[CH3:27].